The task is: Binary Classification. Given a drug SMILES string, predict its activity (active/inactive) in a high-throughput screening assay against a specified biological target.. This data is from Tyrosyl-DNA phosphodiesterase HTS with 341,365 compounds. (1) The molecule is S(=O)(=O)(N1CC(CCC1)C(=O)NCc1ccc(F)cc1)c1ccc(n2nnnc2)cc1. The result is 0 (inactive). (2) The compound is O(CC(=O)Nc1c([N+]([O-])=O)cccc1)C(=O)c1ccc(O)cc1. The result is 0 (inactive). (3) The compound is Clc1cc(c(NC(=O)CN2c3cc(S(=O)(=O)N4CCC(CC4)C)ccc3OCC2=O)cc1)C. The result is 0 (inactive). (4) The compound is Clc1c(CNC(=S)Nc2c(Cl)cccc2)cccc1. The result is 0 (inactive).